This data is from Full USPTO retrosynthesis dataset with 1.9M reactions from patents (1976-2016). The task is: Predict the reactants needed to synthesize the given product. (1) The reactants are: Cl.C(O[C:5]([C:7]1[C:11]([C:12]2[CH:17]=[CH:16][CH:15]=[CH:14][CH:13]=2)=[CH:10][S:9][C:8]=1[NH2:18])=[O:6])C.[Cl:19][CH2:20][C:21]#[N:22].C(=O)([O-])O.[Na+]. Given the product [Cl:19][CH2:20][C:21]1[NH:22][C:5](=[O:6])[C:7]2[C:11]([C:12]3[CH:13]=[CH:14][CH:15]=[CH:16][CH:17]=3)=[CH:10][S:9][C:8]=2[N:18]=1, predict the reactants needed to synthesize it. (2) Given the product [CH3:19][O:18][C:15]1[CH:14]=[CH:13][C:12]([N:9]2[C:10]([NH2:11])=[CH:6][CH:7]=[N:8]2)=[CH:17][CH:16]=1, predict the reactants needed to synthesize it. The reactants are: C(OC([C:6]1[CH:7]=[N:8][N:9]([C:12]2[CH:17]=[CH:16][C:15]([O:18][CH3:19])=[CH:14][CH:13]=2)[C:10]=1[NH2:11])=O)C.[OH-].[Na+]. (3) Given the product [C:26]([C:25]1[CH:28]=[C:21]([C:19]2[CH:18]=[CH:17][N:16]=[C:15]([NH:14][C:11]3[CH:12]=[CH:13][C:8]([O:7][CH2:6][CH2:5][O:4][CH2:3][CH2:2][NH:1][S:40](=[O:42])(=[O:41])[N:39]([CH3:44])[CH3:38])=[C:9]([O:36][CH3:37])[CH:10]=3)[N:20]=2)[CH:22]=[CH:23][C:24]=1[O:29][CH:30]1[CH2:31][CH2:32][O:33][CH2:34][CH2:35]1)#[N:27], predict the reactants needed to synthesize it. The reactants are: [NH2:1][CH2:2][CH2:3][O:4][CH2:5][CH2:6][O:7][C:8]1[CH:13]=[CH:12][C:11]([NH:14][C:15]2[N:20]=[C:19]([C:21]3[CH:22]=[CH:23][C:24]([O:29][CH:30]4[CH2:35][CH2:34][O:33][CH2:32][CH2:31]4)=[C:25]([CH:28]=3)[C:26]#[N:27])[CH:18]=[CH:17][N:16]=2)=[CH:10][C:9]=1[O:36][CH3:37].[CH3:38][N:39]([CH3:44])[S:40](C)(=[O:42])=[O:41]. (4) The reactants are: [Br:1][C:2]1[CH:7]=[CH:6][C:5]([NH:8][C:9](=[O:20])[C:10]2[CH:15]=[CH:14][C:13](Cl)=[C:12]([N+:17]([O-:19])=[O:18])[CH:11]=2)=[CH:4][CH:3]=1.[SH:21][C:22]1[CH:27]=[CH:26][C:25]([OH:28])=[CH:24][CH:23]=1.C(=O)([O-])[O-].[Cs+].[Cs+]. Given the product [Br:1][C:2]1[CH:7]=[CH:6][C:5]([NH:8][C:9](=[O:20])[C:10]2[CH:15]=[CH:14][C:13]([S:21][C:22]3[CH:27]=[CH:26][C:25]([OH:28])=[CH:24][CH:23]=3)=[C:12]([N+:17]([O-:19])=[O:18])[CH:11]=2)=[CH:4][CH:3]=1, predict the reactants needed to synthesize it. (5) Given the product [Br:23][C:24]1[CH:29]=[CH:28][C:27]([Cl:30])=[CH:26][C:25]=1[C:31]1[C:32]2[C:40](=[O:41])[CH2:39][CH2:38][C:33]=2[NH:34][C:35](=[O:37])[CH:36]=1, predict the reactants needed to synthesize it. The reactants are: [N+]([O-])([O-])=O.[Ce+4].[NH4+].[N+]([O-])([O-])=O.[N+]([O-])([O-])=O.[N+]([O-])([O-])=O.[N+]([O-])([O-])=O.[Br:23][C:24]1[CH:29]=[CH:28][C:27]([Cl:30])=[CH:26][C:25]=1[CH:31]1[CH2:36][C:35](=[O:37])[NH:34][C:33]2[CH2:38][CH2:39][C:40](=[O:41])[C:32]1=2. (6) Given the product [C:1]([Si:5]([CH3:37])([CH3:36])[O:6][C:7]1[CH:8]=[CH:9][C:10]([C@H:13]2[N:16]([C:17]3[CH:22]=[CH:21][C:20]([F:23])=[CH:19][CH:18]=3)[C:15](=[O:24])[C@@H:14]2[CH2:25][CH2:26][C@@H:27]([C:29]2[CH:34]=[CH:33][C:32]([F:35])=[CH:31][CH:30]=2)[OH:28])=[CH:11][CH:12]=1)([CH3:2])([CH3:4])[CH3:3], predict the reactants needed to synthesize it. The reactants are: [C:1]([Si:5]([CH3:37])([CH3:36])[O:6][C:7]1[CH:12]=[CH:11][C:10]([C@H:13]2[N:16]([C:17]3[CH:22]=[CH:21][C:20]([F:23])=[CH:19][CH:18]=3)[C:15](=[O:24])[C@@H:14]2[CH2:25][CH2:26][C:27]([C:29]2[CH:34]=[CH:33][C:32]([F:35])=[CH:31][CH:30]=2)=[O:28])=[CH:9][CH:8]=1)([CH3:4])([CH3:3])[CH3:2].CO.S(=O)(=O)(O)O. (7) Given the product [N:34]1([CH2:33][CH2:32][CH2:31][S:6][C:7]2[N:8]([C:17]3[CH:18]=[CH:19][C:20]([O:23][CH2:24][C:25]([F:28])([F:27])[F:26])=[CH:21][CH:22]=3)[C:9](=[O:16])[C:10]3[NH:15][CH:14]=[CH:13][C:11]=3[N:12]=2)[CH2:39][CH2:38][O:37][CH2:36][CH2:35]1, predict the reactants needed to synthesize it. The reactants are: C(=O)([O-])O.[Na+].[S:6]=[C:7]1[NH:12][C:11]2[CH:13]=[CH:14][NH:15][C:10]=2[C:9](=[O:16])[N:8]1[C:17]1[CH:22]=[CH:21][C:20]([O:23][CH2:24][C:25]([F:28])([F:27])[F:26])=[CH:19][CH:18]=1.Cl.Cl[CH2:31][CH2:32][CH2:33][N:34]1[CH2:39][CH2:38][O:37][CH2:36][CH2:35]1.[I-].[Na+].